This data is from Forward reaction prediction with 1.9M reactions from USPTO patents (1976-2016). The task is: Predict the product of the given reaction. (1) Given the reactants Br[C:2]1[CH:3]=[N:4][C:5]([O:8][CH2:9][C:10]2[N:11]=[C:12]([CH:15]=[CH:16][C:17]3[CH:22]=[CH:21][C:20]([C:23]([F:26])([F:25])[F:24])=[CH:19][CH:18]=3)[O:13][CH:14]=2)=[N:6][CH:7]=1.[CH2:27]([N:31]1[CH:35]=[CH:34][N:33]=[N:32]1)[CH2:28][C:29]#[CH:30].C(NC(C)C)(C)C.C(OCC)(=O)C, predict the reaction product. The product is: [N:31]1([CH2:27][CH2:28][C:29]#[C:30][C:2]2[CH:3]=[N:4][C:5]([O:8][CH2:9][C:10]3[N:11]=[C:12]([CH:15]=[CH:16][C:17]4[CH:22]=[CH:21][C:20]([C:23]([F:26])([F:25])[F:24])=[CH:19][CH:18]=4)[O:13][CH:14]=3)=[N:6][CH:7]=2)[CH:35]=[CH:34][N:33]=[N:32]1. (2) The product is: [CH2:1]([N:3]([CH2:4][CH3:5])[S:7]([C:10]1[CH:11]=[CH:12][C:13]([CH2:16][C:17]([OH:19])=[O:18])=[CH:14][CH:15]=1)(=[O:9])=[O:8])[CH3:2]. Given the reactants [CH2:1]([NH:3][CH2:4][CH3:5])[CH3:2].Cl[S:7]([C:10]1[CH:15]=[CH:14][C:13]([CH2:16][C:17]([OH:19])=[O:18])=[CH:12][CH:11]=1)(=[O:9])=[O:8], predict the reaction product. (3) Given the reactants [NH2:1][C:2]1[CH:3]=[CH:4][C:5]([C:8]2[CH:13]=[CH:12][C:11]([CH2:14][CH2:15][CH2:16][C:17]3[N:21]([CH2:22][CH3:23])[C:20](=[O:24])[N:19]([CH2:25][C:26]4[CH:31]=[CH:30][C:29]([C:32]([CH3:35])([CH3:34])[CH3:33])=[CH:28][CH:27]=4)[N:18]=3)=[CH:10][CH:9]=2)=[N:6][CH:7]=1.[CH3:36][S:37](Cl)(=[O:39])=[O:38].N1(C2CCCCCCCCCC2)CCCN=CCCCCC1, predict the reaction product. The product is: [C:32]([C:29]1[CH:28]=[CH:27][C:26]([CH2:25][N:19]2[C:20](=[O:24])[N:21]([CH2:22][CH3:23])[C:17]([CH2:16][CH2:15][CH2:14][C:11]3[CH:10]=[CH:9][C:8]([C:5]4[N:6]=[CH:7][C:2]([NH:1][S:37]([CH3:36])(=[O:39])=[O:38])=[CH:3][CH:4]=4)=[CH:13][CH:12]=3)=[N:18]2)=[CH:31][CH:30]=1)([CH3:34])([CH3:33])[CH3:35].